Predict which catalyst facilitates the given reaction. From a dataset of Catalyst prediction with 721,799 reactions and 888 catalyst types from USPTO. (1) Reactant: N(C(OCC)=O)=NC(OCC)=O.[OH:13][CH:14]1[CH2:19][CH2:18][N:17]([C:20]2[S:21][C:22]3[C:27](=[O:28])[NH:26][C:25]([CH2:29][CH2:30][C:31]([O:33][CH3:34])=[O:32])=[N:24][C:23]=3[N:35]=2)[CH2:16][CH2:15]1.[Br:36][C:37]1[CH:42]=[CH:41][C:40]([F:43])=[CH:39][C:38]=1O.C1(P(C2C=CC=CC=2)C2C=CC=CC=2)C=CC=CC=1. Product: [Br:36][C:37]1[CH:42]=[CH:41][C:40]([F:43])=[CH:39][C:38]=1[O:13][CH:14]1[CH2:19][CH2:18][N:17]([C:20]2[S:21][C:22]3[C:27](=[O:28])[NH:26][C:25]([CH2:29][CH2:30][C:31]([O:33][CH3:34])=[O:32])=[N:24][C:23]=3[N:35]=2)[CH2:16][CH2:15]1. The catalyst class is: 1. (2) Reactant: [NH2:1][C@H:2]1[CH2:6][CH2:5][N:4]([C@H:7]2[CH2:12][CH2:11][C@@H:10]([N:13]([CH:15]([CH3:17])[CH3:16])[CH3:14])[CH2:9][C@H:8]2[CH2:18][CH2:19][CH3:20])[C:3]1=[O:21].CC(C)([O-])C.[Na+].Cl[C:29]1[C:38]2[C:33](=[CH:34][CH:35]=[C:36]([C:39]([F:42])([F:41])[F:40])[CH:37]=2)[N:32]=[CH:31][CH:30]=1. Product: [CH:15]([N:13]([CH3:14])[C@@H:10]1[CH2:11][CH2:12][C@H:7]([N:4]2[CH2:5][CH2:6][C@@H:2]([NH:1][C:29]3[C:38]4[C:33](=[CH:34][CH:35]=[C:36]([C:39]([F:42])([F:40])[F:41])[CH:37]=4)[N:32]=[CH:31][CH:30]=3)[C:3]2=[O:21])[C@H:8]([CH2:18][CH2:19][CH3:20])[CH2:9]1)([CH3:16])[CH3:17].[CH:15]([N:13]([CH3:14])[C@@H:10]1[CH2:11][CH2:12][C@H:7]([N:4]2[CH2:5][CH2:6][C@H:2]([NH:1][C:29]3[C:38]4[C:33](=[CH:34][CH:35]=[C:36]([C:39]([F:42])([F:40])[F:41])[CH:37]=4)[N:32]=[CH:31][CH:30]=3)[C:3]2=[O:21])[C@H:8]([CH2:18][CH2:19][CH3:20])[CH2:9]1)([CH3:16])[CH3:17]. The catalyst class is: 11. (3) The catalyst class is: 1. Product: [Br:1][C:2]1[CH:7]=[CH:6][C:5]([C:8]([OH:11])([C:13]#[C:14][CH3:15])[CH2:9][Cl:10])=[C:4]([Cl:12])[CH:3]=1. Reactant: [Br:1][C:2]1[CH:7]=[CH:6][C:5]([C:8](=[O:11])[CH2:9][Cl:10])=[C:4]([Cl:12])[CH:3]=1.[C:13]([Mg]Br)#[C:14][CH3:15].[NH4+].[Cl-]. (4) Reactant: [N:1]([C:10]([O:12][C:13]([CH3:16])([CH3:15])[CH3:14])=[O:11])=[N:2][C:3]([O:5][C:6]([CH3:9])([CH3:8])[CH3:7])=[O:4].[CH:17]1([Mg]Br)[CH2:19][CH2:18]1. Product: [C:13]([O:12][C:10]([NH:1][N:2]([CH:17]1[CH2:19][CH2:18]1)[C:3](=[O:4])[O:5][C:6]([CH3:7])([CH3:8])[CH3:9])=[O:11])([CH3:16])([CH3:15])[CH3:14]. The catalyst class is: 1.